Dataset: Catalyst prediction with 721,799 reactions and 888 catalyst types from USPTO. Task: Predict which catalyst facilitates the given reaction. (1) Reactant: [F:1][C:2]([F:47])([F:46])[C:3]1[CH:4]=[C:5]([CH:39]=[C:40]([C:42]([F:45])([F:44])[F:43])[CH:41]=1)[CH2:6][N:7]([CH2:17][C:18]1[CH:23]=[C:22]([C:24]([F:27])([F:26])[F:25])[CH:21]=[CH:20][C:19]=1[C:28]1[CH:33]=[C:32]([CH:34]([CH3:36])[CH3:35])[CH:31]=[CH:30][C:29]=1[O:37][CH3:38])[C:8]1[N:13]=[CH:12][C:11]([C:14](O)=[O:15])=[CH:10][N:9]=1.Cl.CN(C)CCCN=C=NCC.ON1C2C=CC=CC=2N=N1.Cl.[CH2:71]([O:73][C:74](=[O:79])[CH2:75][CH2:76][CH2:77][NH2:78])[CH3:72].C(=O)(O)[O-].[Na+]. Product: [F:45][C:42]([F:43])([F:44])[C:40]1[CH:39]=[C:5]([CH:4]=[C:3]([C:2]([F:1])([F:46])[F:47])[CH:41]=1)[CH2:6][N:7]([CH2:17][C:18]1[CH:23]=[C:22]([C:24]([F:27])([F:26])[F:25])[CH:21]=[CH:20][C:19]=1[C:28]1[CH:33]=[C:32]([CH:34]([CH3:35])[CH3:36])[CH:31]=[CH:30][C:29]=1[O:37][CH3:38])[C:8]1[N:9]=[CH:10][C:11]([C:14]([NH:78][CH2:77][CH2:76][CH2:75][C:74]([O:73][CH2:71][CH3:72])=[O:79])=[O:15])=[CH:12][N:13]=1. The catalyst class is: 289. (2) Reactant: [CH3:1][C:2]1([CH3:11])[CH2:7][C:6](=[O:8])[CH2:5][C:4]([CH3:10])([CH3:9])[O:3]1.[BH4-].[Na+]. Product: [CH3:1][C:2]1([CH3:11])[CH2:7][CH:6]([OH:8])[CH2:5][C:4]([CH3:10])([CH3:9])[O:3]1. The catalyst class is: 36.